This data is from Peptide-MHC class I binding affinity with 185,985 pairs from IEDB/IMGT. The task is: Regression. Given a peptide amino acid sequence and an MHC pseudo amino acid sequence, predict their binding affinity value. This is MHC class I binding data. The peptide sequence is WQPQNGQFI. The MHC is H-2-Kb with pseudo-sequence H-2-Kb. The binding affinity (normalized) is 0.0352.